Dataset: Forward reaction prediction with 1.9M reactions from USPTO patents (1976-2016). Task: Predict the product of the given reaction. (1) Given the reactants [F:1][C:2]1[C:3]([C:22]2[S:26][C:25]([C:27]3([OH:31])[CH2:30][CH2:29][CH2:28]3)=[N:24][CH:23]=2)=[C:4]2[CH:10]=[C:9](I)[N:8]([S:12]([C:15]3[CH:21]=[CH:20][C:18]([CH3:19])=[CH:17][CH:16]=3)(=[O:14])=[O:13])[C:5]2=[N:6][CH:7]=1.[CH3:32][O:33][C:34]1[CH:35]=[C:36]2[C:40](=[CH:41][CH:42]=1)[N:39]([CH3:43])[CH:38]=[C:37]2B1OC(C)(C)C(C)(C)O1.C(=O)(O)[O-], predict the reaction product. The product is: [F:1][C:2]1[C:3]([C:22]2[S:26][C:25]([C:27]3([OH:31])[CH2:30][CH2:29][CH2:28]3)=[N:24][CH:23]=2)=[C:4]2[CH:10]=[C:9]([C:37]3[C:36]4[C:40](=[CH:41][CH:42]=[C:34]([O:33][CH3:32])[CH:35]=4)[N:39]([CH3:43])[CH:38]=3)[N:8]([S:12]([C:15]3[CH:21]=[CH:20][C:18]([CH3:19])=[CH:17][CH:16]=3)(=[O:14])=[O:13])[C:5]2=[N:6][CH:7]=1. (2) Given the reactants [Br:1][C:2]1[C:3]([C:7]2[CH:12]=[CH:11][CH:10]=[CH:9][C:8]=2[Cl:13])=[N:4][NH:5][CH:6]=1.[CH3:14][C:15]1[C:16](B2OC(C)(C)C(C)(C)O2)=[CH:17][C:18]([NH:21][C:22](=[O:24])[CH3:23])=[N:19][CH:20]=1.N1C=CC=CC=1, predict the reaction product. The product is: [Br:1][C:2]1[C:3]([C:7]2[CH:12]=[CH:11][CH:10]=[CH:9][C:8]=2[Cl:13])=[N:4][N:5]([C:16]2[C:15]([CH3:14])=[CH:20][N:19]=[C:18]([NH:21][C:22](=[O:24])[CH3:23])[CH:17]=2)[CH:6]=1. (3) Given the reactants [CH3:1][O:2][C:3]1[CH:4]=[C:5]([CH2:13][CH2:14][C:15]([O:17]CC#C)=[O:16])[CH:6]=[CH:7][C:8]=1[O:9][CH2:10][C:11]#[CH:12].[OH-].[Li+].O1CCCC1, predict the reaction product. The product is: [CH3:1][O:2][C:3]1[CH:4]=[C:5]([CH2:13][CH2:14][C:15]([OH:17])=[O:16])[CH:6]=[CH:7][C:8]=1[O:9][CH2:10][C:11]#[CH:12]. (4) Given the reactants [NH2:1][C:2]1[CH:11]=[CH:10][CH:9]=[C:8]2[C:3]=1[CH:4]=[CH:5][N:6]=[CH:7]2.I[CH2:13][CH2:14][CH3:15].[BH4-].[Na+], predict the reaction product. The product is: [NH2:1][C:2]1[CH:11]=[CH:10][CH:9]=[C:8]2[C:3]=1[CH2:4][CH2:5][N:6]([CH2:13][CH2:14][CH3:15])[CH2:7]2. (5) Given the reactants [C:1]([O:5][C:6](=[O:22])[NH:7][C:8]1[CH:13]=[CH:12][C:11]([C:14]2[CH:19]=[CH:18][CH:17]=[CH:16][C:15]=2[F:20])=[CH:10][C:9]=1[NH2:21])([CH3:4])([CH3:3])[CH3:2].CC1(C)[O:29][C:28](=O)[CH:27]=[C:26]([C:31]2[CH:36]=[CH:35][CH:34]=[C:33]([N+:37]([O-:39])=[O:38])[CH:32]=2)[O:25]1, predict the reaction product. The product is: [C:1]([O:5][C:6](=[O:22])[NH:7][C:8]1[CH:13]=[CH:12][C:11]([C:14]2[CH:19]=[CH:18][CH:17]=[CH:16][C:15]=2[F:20])=[CH:10][C:9]=1[NH:21][C:28](=[O:29])[CH2:27][C:26]([C:31]1[CH:36]=[CH:35][CH:34]=[C:33]([N+:37]([O-:39])=[O:38])[CH:32]=1)=[O:25])([CH3:4])([CH3:2])[CH3:3]. (6) Given the reactants [C:1]([O:9]CC)(=O)[C:2]1[CH:7]=[CH:6][N:5]=[CH:4][CH:3]=1.[CH3:12][CH2:13][O:14][C:15]([CH3:17])=[O:16].[H-].[Na+].C(O)(=O)CC(CC(O)=O)(C(O)=O)O, predict the reaction product. The product is: [O:9]=[C:1]([C:2]1[CH:3]=[CH:4][N:5]=[CH:6][CH:7]=1)[CH2:17][C:15]([O:14][CH2:13][CH3:12])=[O:16].